From a dataset of Forward reaction prediction with 1.9M reactions from USPTO patents (1976-2016). Predict the product of the given reaction. (1) The product is: [NH2:1][C:2]1[C:3]2[N:10]([CH2:11][C:12]3[CH:13]=[CH:14][CH:15]=[CH:16][CH:17]=3)[CH:9]=[C:8]([C:18]([NH:20][C:21]3[C:26]([Cl:27])=[C:25]([O:28][CH3:29])[CH:24]=[C:23]([O:31][CH3:32])[C:22]=3[Cl:33])=[O:19])[C:4]=2[N:5]=[CH:6][N:7]=1. Given the reactants [NH2:1][C:2]1[C:3]2[N:10]([CH2:11][C:12]3[CH:17]=[CH:16][CH:15]=[CH:14][CH:13]=3)[CH:9]=[C:8]([C:18]([NH:20][C:21]3[C:26]([Cl:27])=[C:25]([O:28][CH3:29])[C:24](Br)=[C:23]([O:31][CH3:32])[C:22]=3[Cl:33])=[O:19])[C:4]=2[N:5]=[CH:6][N:7]=1.[Li]CCCC.CCCCCC.O, predict the reaction product. (2) The product is: [F:32][C:30]1[CH:29]=[C:15]([CH:14]=[C:13]([F:12])[CH:31]=1)[CH2:16][O:17][N:18]1[C:22](=[O:23])[C:21]2=[CH:24][CH:25]=[CH:26][CH:27]=[C:20]2[C:19]1=[O:28].[N+:1]([C:4]1[CH:11]=[CH:10][CH:9]=[CH:8][C:5]=1[CH2:6][O:17][N:18]1[C:19](=[O:28])[C:20]2=[CH:27][CH:26]=[CH:25][CH:24]=[C:21]2[C:22]1=[O:23])([O-:3])=[O:2]. Given the reactants [N+:1]([C:4]1[CH:11]=[CH:10][CH:9]=[CH:8][C:5]=1[CH2:6]Br)([O-:3])=[O:2].[F:12][C:13]1[CH:14]=[C:15]([CH:29]=[C:30]([F:32])[CH:31]=1)[CH2:16][O:17][N:18]1[C:22](=[O:23])[C:21]2=[CH:24][CH:25]=[CH:26][CH:27]=[C:20]2[C:19]1=[O:28].C(N(CC)C(C)C)(C)C.[N+](C1C=C(C=CC=1)CBr)([O-])=O, predict the reaction product. (3) Given the reactants [NH2:1][C:2]1[C:3]2[C:10]([C:11]3[CH:16]=[CH:15][C:14]([O:17][C:18]4[CH:23]=[CH:22][CH:21]=[CH:20][CH:19]=4)=[CH:13][CH:12]=3)=[CH:9][NH:8][C:4]=2[N:5]=[CH:6][N:7]=1.[OH-].[Na+].Br[C:27]([CH3:32])([CH3:31])[C:28]([NH2:30])=[O:29].Cl, predict the reaction product. The product is: [NH2:1][C:2]1[C:3]2[C:10]([C:11]3[CH:12]=[CH:13][C:14]([O:17][C:18]4[CH:23]=[CH:22][CH:21]=[CH:20][CH:19]=4)=[CH:15][CH:16]=3)=[CH:9][N:8]([C:27]([CH3:32])([CH3:31])[C:28]([NH2:30])=[O:29])[C:4]=2[N:5]=[CH:6][N:7]=1. (4) The product is: [ClH:1].[Cl:1][C:2]1[CH:7]=[C:6]([F:8])[C:5]([NH:9][C:10]([NH:12][C:13]2[CH:18]=[CH:17][C:16]([F:19])=[C:15]([CH2:20][N:21]3[CH2:26][CH2:25][O:24][CH2:23][CH2:22]3)[CH:14]=2)=[O:11])=[CH:4][C:3]=1[C:27]1[C:28](=[O:42])[N:29]([CH2:40][CH3:41])[C:30]2[C:35]([CH:36]=1)=[CH:34][N:33]=[C:32]([NH:37][CH:38]=[O:39])[CH:31]=2. Given the reactants [Cl:1][C:2]1[CH:7]=[C:6]([F:8])[C:5]([NH:9][C:10]([NH:12][C:13]2[CH:18]=[CH:17][C:16]([F:19])=[C:15]([CH2:20][N:21]3[CH2:26][CH2:25][O:24][CH2:23][CH2:22]3)[CH:14]=2)=[O:11])=[CH:4][C:3]=1[C:27]1[C:28](=[O:42])[N:29]([CH2:40][CH3:41])[C:30]2[C:35]([CH:36]=1)=[CH:34][N:33]=[C:32]([NH:37][CH:38]=[O:39])[CH:31]=2.Cl, predict the reaction product. (5) The product is: [CH:3]([C:2]1[CH:1]=[CH:6][CH:7]=[CH:8][C:9]=1[CH:10]=[CH2:11])=[CH2:4]. Given the reactants [CH2:1]([Li])[CH2:2][CH2:3][CH3:4].[CH3:6][CH2:7][CH2:8][CH2:9][CH2:10][CH3:11], predict the reaction product.